Dataset: Forward reaction prediction with 1.9M reactions from USPTO patents (1976-2016). Task: Predict the product of the given reaction. Given the reactants C1(P(C2C=CC=CC=2)C2C=CC=CC=2)C=CC=CC=1.[N:20]([CH2:23][C:24]1[CH:29]=[CH:28][C:27]([F:30])=[CH:26][C:25]=1[Cl:31])=[N+]=[N-].N#N.CO, predict the reaction product. The product is: [Cl:31][C:25]1[CH:26]=[C:27]([F:30])[CH:28]=[CH:29][C:24]=1[CH2:23][NH2:20].